Dataset: Reaction yield outcomes from USPTO patents with 853,638 reactions. Task: Predict the reaction yield, written as a fraction of the theoretical maximum amount of product (1.0 means a 100% yield; for example, 0.34 means a 34% yield). (1) The reactants are [F:1][C:2]([F:28])([F:27])[C:3]1[CH:8]=[CH:7][C:6]([C:9]([C:17]2[CH:22]=[CH:21][C:20]([C:23]([F:26])([F:25])[F:24])=[CH:19][CH:18]=2)=[C:10]([CH3:16])[C:11](OCC)=[O:12])=[CH:5][CH:4]=1.[H-].C([Al+]CC(C)C)C(C)C.C1(C)C=CC=CC=1.CO.O.O.O.O.C(C(C(C([O-])=O)O)O)([O-])=O.[K+].[Na+]. The catalyst is ClCCl.[O-2].[O-2].[Mn+4]. The product is [F:1][C:2]([F:27])([F:28])[C:3]1[CH:8]=[CH:7][C:6]([C:9]([C:17]2[CH:22]=[CH:21][C:20]([C:23]([F:26])([F:25])[F:24])=[CH:19][CH:18]=2)=[C:10]([CH3:16])[CH:11]=[O:12])=[CH:5][CH:4]=1. The yield is 0.950. (2) The reactants are [F:1][C:2]1([F:31])[CH2:4][CH:3]1[CH2:5][O:6][C:7]1[CH:12]=[CH:11][C:10]([S:13]([CH2:16][CH3:17])(=[O:15])=[O:14])=[CH:9][C:8]=1[C:18]1[C:19]2[CH:28]=[C:27]([CH:29]=O)[NH:26][C:20]=2[C:21](=[O:25])[N:22]([CH3:24])[CH:23]=1.[N:32]1[CH:37]=[CH:36][C:35]([N:38]2[CH2:43][CH2:42][NH:41][CH2:40][CH2:39]2)=[CH:34][CH:33]=1. The catalyst is CO.[Cl-].[Zn+2].[Cl-]. The product is [F:1][C:2]1([F:31])[CH2:4][CH:3]1[CH2:5][O:6][C:7]1[CH:12]=[CH:11][C:10]([S:13]([CH2:16][CH3:17])(=[O:14])=[O:15])=[CH:9][C:8]=1[C:18]1[C:19]2[CH:28]=[C:27]([CH2:29][N:41]3[CH2:42][CH2:43][N:38]([C:35]4[CH:36]=[CH:37][N:32]=[CH:33][CH:34]=4)[CH2:39][CH2:40]3)[NH:26][C:20]=2[C:21](=[O:25])[N:22]([CH3:24])[CH:23]=1. The yield is 0.223.